Dataset: Merck oncology drug combination screen with 23,052 pairs across 39 cell lines. Task: Regression. Given two drug SMILES strings and cell line genomic features, predict the synergy score measuring deviation from expected non-interaction effect. (1) Drug 1: CN1C(=O)C=CC2(C)C3CCC4(C)C(NC(=O)OCC(F)(F)F)CCC4C3CCC12. Drug 2: Cn1nnc2c(C(N)=O)ncn2c1=O. Cell line: DLD1. Synergy scores: synergy=-11.8. (2) Drug 1: CC(C)CC(NC(=O)C(Cc1ccccc1)NC(=O)c1cnccn1)B(O)O. Drug 2: CCc1cnn2c(NCc3ccc[n+]([O-])c3)cc(N3CCCCC3CCO)nc12. Cell line: A427. Synergy scores: synergy=-13.1. (3) Drug 1: O=S1(=O)NC2(CN1CC(F)(F)F)C1CCC2Cc2cc(C=CCN3CCC(C(F)(F)F)CC3)ccc2C1. Drug 2: CNC(=O)c1cc(Oc2ccc(NC(=O)Nc3ccc(Cl)c(C(F)(F)F)c3)cc2)ccn1. Cell line: NCIH1650. Synergy scores: synergy=9.30. (4) Drug 1: COC12C(COC(N)=O)C3=C(C(=O)C(C)=C(N)C3=O)N1CC1NC12. Drug 2: C#Cc1cccc(Nc2ncnc3cc(OCCOC)c(OCCOC)cc23)c1. Cell line: ZR751. Synergy scores: synergy=16.4. (5) Drug 1: O=S1(=O)NC2(CN1CC(F)(F)F)C1CCC2Cc2cc(C=CCN3CCC(C(F)(F)F)CC3)ccc2C1. Drug 2: CCC1(O)CC2CN(CCc3c([nH]c4ccccc34)C(C(=O)OC)(c3cc4c(cc3OC)N(C)C3C(O)(C(=O)OC)C(OC(C)=O)C5(CC)C=CCN6CCC43C65)C2)C1. Cell line: VCAP. Synergy scores: synergy=80.8.